From a dataset of Full USPTO retrosynthesis dataset with 1.9M reactions from patents (1976-2016). Predict the reactants needed to synthesize the given product. Given the product [C:47]([O:51][C:52](=[O:76])[C:53]1[CH:58]=[CH:57][C:56]([C:59](=[O:74])[CH2:60][C@@:61]([C:66]2[CH:71]=[C:70]([Cl:72])[CH:69]=[C:68]([Cl:73])[CH:67]=2)([CH2:46][N+:43]([O-:45])=[O:44])[C:62]([F:64])([F:63])[F:65])=[CH:55][C:54]=1[CH3:75])([CH3:50])([CH3:49])[CH3:48], predict the reactants needed to synthesize it. The reactants are: FC(F)(F)C1C=C(NC(N[C@@H](C2C3C(=CC=C(OC)C=3)N=CC=2)[C@@H]2CC3CCN2CC3)=O)C=C(C(F)(F)F)C=1.C=CC.[N+:43]([CH3:46])([O-:45])=[O:44].[C:47]([O:51][C:52](=[O:76])[C:53]1[CH:58]=[CH:57][C:56]([C:59](=[O:74])/[CH:60]=[C:61](\[C:66]2[CH:71]=[C:70]([Cl:72])[CH:69]=[C:68]([Cl:73])[CH:67]=2)/[C:62]([F:65])([F:64])[F:63])=[CH:55][C:54]=1[CH3:75])([CH3:50])([CH3:49])[CH3:48].